Task: Predict the product of the given reaction.. Dataset: Forward reaction prediction with 1.9M reactions from USPTO patents (1976-2016) (1) Given the reactants [CH3:1][O:2][C:3]1[CH:4]=[CH:5][C:6](B2OC(C)(C)C(C)(C)O2)=[C:7]([NH:9]C(=O)OC(C)(C)C)[CH:8]=1.Br[C:27]1[C:28]([C:33]#[N:34])=[N:29][CH:30]=[CH:31][CH:32]=1.C(=O)([O-])[O-].[K+].[K+], predict the reaction product. The product is: [CH3:1][O:2][C:3]1[CH:4]=[CH:5][C:6]2=[C:27]3[C:28](=[C:33]([NH2:34])[N:9]=[C:7]2[CH:8]=1)[N:29]=[CH:30][CH:31]=[CH:32]3. (2) The product is: [O:38]1[C:39]2[CH:40]=[CH:41][C:32]([C:9]3[C:10]([CH:19]([OH:23])[C:20]([O:22][CH3:1])=[O:21])=[C:11]4[C:16](=[CH:17][CH:18]=3)[N:15]=[CH:14][CH:13]=[CH:12]4)=[CH:33][C:34]=2[CH2:35][CH2:36][CH2:37]1. Given the reactants [C:1](=O)([O-])[O-].[Na+].[Na+].O.Br[C:9]1[C:10]([CH:19]([OH:23])[C:20]([O-:22])=[O:21])=[C:11]2[C:16](=[CH:17][CH:18]=1)[N:15]=[CH:14][CH:13]=[CH:12]2.CC1(C)C(C)(C)OB([C:32]2[CH:33]=[C:34]3[C:39](=[CH:40][CH:41]=2)[O:38][CH2:37][CH2:36][CH2:35]3)O1, predict the reaction product. (3) Given the reactants [CH2:1]([NH:3][C:4]([C:6]1[CH:29]=[CH:28][C:9]2[N:10]([CH:15]3[CH2:20][CH2:19][N:18](C(OC(C)(C)C)=O)[CH2:17][CH2:16]3)[C:11](=[O:14])[N:12]([CH3:13])[C:8]=2[CH:7]=1)=[O:5])[CH3:2].[F:30][C:31]([F:36])([F:35])[C:32]([OH:34])=[O:33], predict the reaction product. The product is: [F:30][C:31]([F:36])([F:35])[C:32]([O-:34])=[O:33].[CH2:1]([NH:3][C:4]([C:6]1[CH:29]=[CH:28][C:9]2[N:10]([CH:15]3[CH2:16][CH2:17][NH2+:18][CH2:19][CH2:20]3)[C:11](=[O:14])[N:12]([CH3:13])[C:8]=2[CH:7]=1)=[O:5])[CH3:2].[F:30][C:31]([F:36])([F:35])[C:32]([O-:34])=[O:33]. (4) Given the reactants [Br:1][C:2]1[CH:3]=[N:4][C:5](Cl)=[C:6]([CH:11]=1)[C:7]([O:9][CH3:10])=[O:8].[F:13][C:14]1[CH:19]=[CH:18][C:17]([OH:20])=[CH:16][CH:15]=1, predict the reaction product. The product is: [Br:1][C:2]1[CH:3]=[N:4][C:5]([O:20][C:17]2[CH:18]=[CH:19][C:14]([F:13])=[CH:15][CH:16]=2)=[C:6]([CH:11]=1)[C:7]([O:9][CH3:10])=[O:8]. (5) Given the reactants Cl[C:2]1[N:3]=[C:4]([N:13]2[CH2:18][CH2:17][N:16]([C:19](=[O:27])[CH2:20][C:21]3[CH:26]=[CH:25][CH:24]=[CH:23][CH:22]=3)[CH2:15][CH2:14]2)[C:5]2[CH:10]=[C:9]([CH2:11][CH3:12])[S:8][C:6]=2[N:7]=1.CN(C=O)C.[SH:33][CH2:34][C:35]([NH2:37])=[O:36], predict the reaction product. The product is: [CH2:11]([C:9]1[S:8][C:6]2[N:7]=[C:2]([S:33][CH2:34][C:35]([NH2:37])=[O:36])[N:3]=[C:4]([N:13]3[CH2:18][CH2:17][N:16]([C:19](=[O:27])[CH2:20][C:21]4[CH:26]=[CH:25][CH:24]=[CH:23][CH:22]=4)[CH2:15][CH2:14]3)[C:5]=2[CH:10]=1)[CH3:12]. (6) Given the reactants C([O:3][C:4](=[O:25])[C@@H:5]([O:22][CH2:23][CH3:24])[CH2:6][C:7]1[CH:12]=[CH:11][C:10]([O:13][CH2:14][C:15]2[S:16][C:17](Br)=[CH:18][C:19]=2[CH3:20])=[CH:9][CH:8]=1)C.[CH3:26][O:27][CH2:28][C:29]1[CH:33]=[C:32]([C:34]2[CH:39]=[CH:38][C:37](B3OC(C)(C)C(C)(C)O3)=[CH:36][CH:35]=2)[O:31][N:30]=1, predict the reaction product. The product is: [CH2:23]([O:22][C@@H:5]([CH2:6][C:7]1[CH:8]=[CH:9][C:10]([O:13][CH2:14][C:15]2[S:16][C:17]([C:37]3[CH:36]=[CH:35][C:34]([C:32]4[O:31][N:30]=[C:29]([CH2:28][O:27][CH3:26])[CH:33]=4)=[CH:39][CH:38]=3)=[CH:18][C:19]=2[CH3:20])=[CH:11][CH:12]=1)[C:4]([OH:3])=[O:25])[CH3:24]. (7) The product is: [CH2:25]([NH:29][C:15]([C:16]1[C:17]([NH:18][C:13]([C:6]2[C:7]3[C:12](=[CH:11][CH:10]=[CH:9][CH:8]=3)[C:3]([N:2]([CH3:24])[CH3:1])=[CH:4][CH:5]=2)=[O:14])=[CH:19][CH:20]=[CH:21][N:22]=1)=[O:23])[CH2:26][CH2:27][CH3:28]. Given the reactants [CH3:1][N:2]([CH3:24])[C:3]1[C:12]2[C:7](=[CH:8][CH:9]=[CH:10][CH:11]=2)[C:6]([C:13]2[O:14][C:15](=[O:23])[C:16]3[N:22]=[CH:21][CH:20]=[CH:19][C:17]=3[N:18]=2)=[CH:5][CH:4]=1.[CH2:25]([NH2:29])[CH2:26][CH2:27][CH3:28], predict the reaction product.